Dataset: Forward reaction prediction with 1.9M reactions from USPTO patents (1976-2016). Task: Predict the product of the given reaction. (1) Given the reactants [O:1]([CH2:8][C:9](Cl)=[O:10])[C:2]1[CH:7]=[CH:6][CH:5]=[CH:4][CH:3]=1.C(N(CC)CC)C.[C:19]1([CH3:31])[CH:24]=[CH:23][C:22]([S:25]([CH2:28][CH2:29][OH:30])(=[O:27])=[O:26])=[CH:21][CH:20]=1.O, predict the reaction product. The product is: [C:19]1([CH3:31])[CH:20]=[CH:21][C:22]([S:25]([CH2:28][CH2:29][O:30][C:9](=[O:10])[CH2:8][O:1][C:2]2[CH:7]=[CH:6][CH:5]=[CH:4][CH:3]=2)(=[O:26])=[O:27])=[CH:23][CH:24]=1. (2) Given the reactants [OH:1][C:2]1[CH:7]=[C:6]([OH:8])[C:5]([CH:9]([CH3:11])[CH3:10])=[CH:4][C:3]=1[C:12]1[N:16]([C:17]2[CH:32]=[CH:31][C:20]([CH2:21][N:22]3[CH2:27][CH2:26][CH:25]([C:28](O)=[O:29])[CH2:24][CH2:23]3)=[CH:19][CH:18]=2)[C:15]([C:33](=[O:37])[NH:34][CH2:35][CH3:36])=[N:14][N:13]=1.Cl.[O:39]=[C:40]1[CH:45]([N:46]2[CH2:54][C:53]3[C:48](=[CH:49][CH:50]=[CH:51][C:52]=3[NH:55][C:56]([C@@H:58]3[CH2:62][CH2:61][CH2:60][NH:59]3)=[O:57])[C:47]2=[O:63])[CH2:44][CH2:43][C:42](=[O:64])[NH:41]1.CN(C(ON1N=NC2C=CC=NC1=2)=[N+](C)C)C.F[P-](F)(F)(F)(F)F.CCN(C(C)C)C(C)C.C([O-])(O)=O.[Na+], predict the reaction product. The product is: [OH:1][C:2]1[CH:7]=[C:6]([OH:8])[C:5]([CH:9]([CH3:11])[CH3:10])=[CH:4][C:3]=1[C:12]1[N:16]([C:17]2[CH:18]=[CH:19][C:20]([CH2:21][N:22]3[CH2:27][CH2:26][CH:25]([C:28]([N:59]4[CH2:60][CH2:61][CH2:62][C@H:58]4[C:56](=[O:57])[NH:55][C:52]4[CH:51]=[CH:50][CH:49]=[C:48]5[C:53]=4[CH2:54][N:46]([CH:45]4[CH2:44][CH2:43][C:42](=[O:64])[NH:41][C:40]4=[O:39])[C:47]5=[O:63])=[O:29])[CH2:24][CH2:23]3)=[CH:31][CH:32]=2)[C:15]([C:33]([NH:34][CH2:35][CH3:36])=[O:37])=[N:14][N:13]=1. (3) Given the reactants Br[C:2]1[CH:10]=[C:9]2[C:5]([CH:6]=[CH:7][NH:8]2)=[CH:4][CH:3]=1.[C:11]1(B(O)O)[CH:16]=[CH:15][CH:14]=[CH:13][CH:12]=1.C([O-])(O)=O.[Na+], predict the reaction product. The product is: [C:11]1([C:2]2[CH:10]=[C:9]3[C:5]([CH:6]=[CH:7][NH:8]3)=[CH:4][CH:3]=2)[CH:16]=[CH:15][CH:14]=[CH:13][CH:12]=1. (4) Given the reactants [CH3:1][CH:2]1[CH2:7][CH2:6][CH:5]([C:8](=[O:14])[C:9]([O:11][CH2:12][CH3:13])=[O:10])[CH2:4][CH2:3]1.[CH3:15][C@H:16]([CH2:20][CH2:21][CH:22]=[C:23](C)[CH3:24])[CH2:17]CO.O(C)[Na].O, predict the reaction product. The product is: [CH3:1][CH:2]1[CH2:3][CH2:4][CH:5]([C:8](=[O:14])[C:9]([O:11][CH2:12][CH2:13][C@H:23]([CH3:24])[CH2:22][CH2:21][CH:20]=[C:16]([CH3:17])[CH3:15])=[O:10])[CH2:6][CH2:7]1. (5) Given the reactants C[Si](C)(C)[C:3]([F:6])([F:5])[F:4].[F-].[Cs+].C[C:12]([O:14][C:15](=[O:22])[C:16]1[CH:21]=[CH:20][CH:19]=[CH:18][CH:17]=1)=O.Cl.C1C[O:27][CH2:26]C1, predict the reaction product. The product is: [F:4][C:3]([F:6])([F:5])[CH:26]([C:18]1[CH:17]=[C:16]([CH:21]=[CH:20][CH:19]=1)[C:15]([O:14][CH3:12])=[O:22])[OH:27].